This data is from Full USPTO retrosynthesis dataset with 1.9M reactions from patents (1976-2016). The task is: Predict the reactants needed to synthesize the given product. (1) Given the product [Cl:22][C:23]1[CH:30]=[CH:29][C:26]([CH:27]2[O:15][C:14](=[O:16])[C:5]3[S:6][C:7]([N:8]4[CH2:13][CH2:12][O:11][CH2:10][CH2:9]4)=[C:3]([C:1]#[N:2])[C:4]2=3)=[CH:25][CH:24]=1, predict the reactants needed to synthesize it. The reactants are: [C:1]([C:3]1[CH:4]=[C:5]([C:14]([OH:16])=[O:15])[S:6][C:7]=1[N:8]1[CH2:13][CH2:12][O:11][CH2:10][CH2:9]1)#[N:2].C([Li])CCC.[Cl:22][C:23]1[CH:30]=[CH:29][C:26]([CH:27]=O)=[CH:25][CH:24]=1. (2) Given the product [Cl:1][C:2]1[CH:10]=[C:9]2[C:5]([CH:6]=[C:7]([C:11](=[O:28])[NH:12][CH:13]([C:18]3[CH:23]=[CH:22][CH:21]=[C:20]([C:24]([F:25])([F:27])[F:26])[CH:19]=3)[C:14]([F:15])([F:17])[F:16])[N:8]2[CH3:34])=[CH:4][C:3]=1[C:29]([O:31][CH2:32][CH3:33])=[O:30], predict the reactants needed to synthesize it. The reactants are: [Cl:1][C:2]1[CH:10]=[C:9]2[C:5]([CH:6]=[C:7]([C:11](=[O:28])[NH:12][CH:13]([C:18]3[CH:23]=[CH:22][CH:21]=[C:20]([C:24]([F:27])([F:26])[F:25])[CH:19]=3)[C:14]([F:17])([F:16])[F:15])[NH:8]2)=[CH:4][C:3]=1[C:29]([O:31][CH2:32][CH3:33])=[O:30].[C:34](=O)([O-])[O-].[K+].[K+].IC. (3) Given the product [CH2:28]([N:27]([CH2:26][C:20]1([C:17]2[CH:16]=[CH:15][C:14]([O:13][CH2:12][CH2:11][CH2:10][N:5]3[CH2:9][CH2:8][CH2:7][CH2:6]3)=[CH:19][CH:18]=2)[CH2:25][CH2:24][O:23][CH2:22][CH2:21]1)[C:1](=[O:3])[CH3:2])[CH3:29], predict the reactants needed to synthesize it. The reactants are: [C:1](Cl)(=[O:3])[CH3:2].[N:5]1([CH2:10][CH2:11][CH2:12][O:13][C:14]2[CH:19]=[CH:18][C:17]([C:20]3([CH2:26][NH:27][CH2:28][CH3:29])[CH2:25][CH2:24][O:23][CH2:22][CH2:21]3)=[CH:16][CH:15]=2)[CH2:9][CH2:8][CH2:7][CH2:6]1.C(N(CC)CC)C.